This data is from NCI-60 drug combinations with 297,098 pairs across 59 cell lines. The task is: Regression. Given two drug SMILES strings and cell line genomic features, predict the synergy score measuring deviation from expected non-interaction effect. (1) Drug 1: CC1C(C(CC(O1)OC2CC(OC(C2O)C)OC3=CC4=CC5=C(C(=O)C(C(C5)C(C(=O)C(C(C)O)O)OC)OC6CC(C(C(O6)C)O)OC7CC(C(C(O7)C)O)OC8CC(C(C(O8)C)O)(C)O)C(=C4C(=C3C)O)O)O)O. Drug 2: CC1=C(C(=O)C2=C(C1=O)N3CC4C(C3(C2COC(=O)N)OC)N4)N. Cell line: SN12C. Synergy scores: CSS=80.4, Synergy_ZIP=-2.05, Synergy_Bliss=-3.77, Synergy_Loewe=-3.70, Synergy_HSA=-0.953. (2) Drug 1: CC1=C(C(CCC1)(C)C)C=CC(=CC=CC(=CC(=O)O)C)C. Drug 2: CCC1(C2=C(COC1=O)C(=O)N3CC4=CC5=C(C=CC(=C5CN(C)C)O)N=C4C3=C2)O.Cl. Cell line: UACC-257. Synergy scores: CSS=12.2, Synergy_ZIP=-6.67, Synergy_Bliss=-3.47, Synergy_Loewe=-1.95, Synergy_HSA=-0.865. (3) Drug 1: C1CCC(C1)C(CC#N)N2C=C(C=N2)C3=C4C=CNC4=NC=N3. Drug 2: CC1=C(C(CCC1)(C)C)C=CC(=CC=CC(=CC(=O)O)C)C. Cell line: EKVX. Synergy scores: CSS=-2.64, Synergy_ZIP=-0.206, Synergy_Bliss=-1.66, Synergy_Loewe=-4.34, Synergy_HSA=-4.24. (4) Drug 1: C1=CC(=CC=C1C#N)C(C2=CC=C(C=C2)C#N)N3C=NC=N3. Drug 2: C#CCC(CC1=CN=C2C(=N1)C(=NC(=N2)N)N)C3=CC=C(C=C3)C(=O)NC(CCC(=O)O)C(=O)O. Cell line: SNB-75. Synergy scores: CSS=39.3, Synergy_ZIP=11.0, Synergy_Bliss=3.52, Synergy_Loewe=33.3, Synergy_HSA=4.46. (5) Drug 2: COCCOC1=C(C=C2C(=C1)C(=NC=N2)NC3=CC=CC(=C3)C#C)OCCOC.Cl. Cell line: OVCAR-5. Synergy scores: CSS=21.1, Synergy_ZIP=-6.37, Synergy_Bliss=-1.87, Synergy_Loewe=-8.21, Synergy_HSA=-1.50. Drug 1: CCCCC(=O)OCC(=O)C1(CC(C2=C(C1)C(=C3C(=C2O)C(=O)C4=C(C3=O)C=CC=C4OC)O)OC5CC(C(C(O5)C)O)NC(=O)C(F)(F)F)O.